Task: Predict the reaction yield, written as a fraction of the theoretical maximum amount of product (1.0 means a 100% yield; for example, 0.34 means a 34% yield).. Dataset: Reaction yield outcomes from USPTO patents with 853,638 reactions (1) The yield is 0.900. The product is [Cl:13][C:14]1[C:15]2[C:16](=[O:17])[NH:18][CH:28]([OH:29])[C:19]=2[C:20]([F:24])=[C:21]([Cl:23])[N:22]=1. The catalyst is C1COCC1. The reactants are N#N.[Li+].C[Si]([N-][Si](C)(C)C)(C)C.[Cl:13][C:14]1[N:22]=[C:21]([Cl:23])[C:20]([F:24])=[CH:19][C:15]=1[C:16]([NH2:18])=[O:17].CN([CH:28]=[O:29])C. (2) The reactants are [C:1]([O:5][C:6]([N:8]([CH2:16][C:17]([O:19][C:20]([CH3:23])([CH3:22])[CH3:21])=[O:18])[C:9]1[CH:14]=[CH:13][CH:12]=[C:11]([CH3:15])[N:10]=1)=[O:7])([CH3:4])([CH3:3])[CH3:2].C1C(=O)N([Br:31])C(=O)C1. The catalyst is C(#N)C. The product is [Br:31][C:12]1[CH:13]=[CH:14][C:9]([N:8]([CH2:16][C:17]([O:19][C:20]([CH3:23])([CH3:22])[CH3:21])=[O:18])[C:6]([O:5][C:1]([CH3:4])([CH3:3])[CH3:2])=[O:7])=[N:10][C:11]=1[CH3:15]. The yield is 0.950. (3) The reactants are F[C:2]1[CH:7]=[CH:6][C:5]([C:8]2[O:9][C:10]3[CH:16]=[CH:15][CH:14]=[CH:13][C:11]=3[N:12]=2)=[CH:4][C:3]=1[N+:17]([O-:19])=[O:18].C(N(CC)CC)C.Cl.[C:28]([C:32]1[CH:33]=[C:34]([CH:37]=[CH:38][CH:39]=1)[CH2:35][NH2:36])([O:30][CH3:31])=[O:29].O. The catalyst is C(#N)C. The product is [CH3:31][O:30][C:28]([C:32]1[CH:33]=[C:34]([CH2:35][NH:36][C:2]2[CH:7]=[CH:6][C:5]([C:8]3[O:9][C:10]4[CH:16]=[CH:15][CH:14]=[CH:13][C:11]=4[N:12]=3)=[CH:4][C:3]=2[N+:17]([O-:19])=[O:18])[CH:37]=[CH:38][CH:39]=1)=[O:29]. The yield is 0.940. (4) The reactants are I[C:2]1[CH:3]=[C:4]([O:24][CH:25]([F:27])[F:26])[CH:5]=[C:6]2[C:10]=1[C:9](=[O:11])[N:8]([CH2:12][C:13]1[CH:18]=[CH:17][C:16]([O:19][C:20]([F:23])([F:22])[F:21])=[CH:15][CH:14]=1)[CH2:7]2.[Cl:28]CCl. The catalyst is CN(C=O)C.Cl[Cu]. The product is [Cl:28][C:2]1[CH:3]=[C:4]([O:24][CH:25]([F:27])[F:26])[CH:5]=[C:6]2[C:10]=1[C:9](=[O:11])[N:8]([CH2:12][C:13]1[CH:18]=[CH:17][C:16]([O:19][C:20]([F:23])([F:22])[F:21])=[CH:15][CH:14]=1)[CH2:7]2. The yield is 0.310. (5) The reactants are Br[CH2:2][C:3]([C:5]1[CH:10]=[CH:9][CH:8]=[C:7]([Br:11])[CH:6]=1)=[O:4].[NH:12]1[CH2:16][CH2:15][CH2:14][CH2:13]1.O. The catalyst is CCOCC. The product is [Br:11][C:7]1[CH:6]=[C:5]([C:3](=[O:4])[CH2:2][N:12]2[CH2:16][CH2:15][CH2:14][CH2:13]2)[CH:10]=[CH:9][CH:8]=1. The yield is 0.940. (6) The reactants are [CH3:1][O:2][C:3]1[CH:8]=[C:7](F)[C:6]([CH3:10])=[CH:5][C:4]=1[N+:11]([O-:13])=[O:12].[CH3:14][O:15][CH2:16][CH2:17][N:18]1[CH2:23][CH2:22][NH:21][CH2:20][CH2:19]1.C([O-])([O-])=O.[K+].[K+].O. The catalyst is CS(C)=O. The product is [CH3:10][C:6]1[CH:5]=[C:4]([N+:11]([O-:13])=[O:12])[C:3]([O:2][CH3:1])=[CH:8][C:7]=1[N:21]1[CH2:22][CH2:23][N:18]([CH2:17][CH2:16][O:15][CH3:14])[CH2:19][CH2:20]1. The yield is 0.860. (7) The reactants are [OH:1][C:2]1[CH:3]=[C:4]([CH:7]=[CH:8][CH:9]=1)[CH:5]=[O:6].[Br:10][CH2:11][CH2:12]Br.C(=O)([O-])[O-].[Cs+].[Cs+].O. The catalyst is O1CCCC1. The product is [Br:10][CH2:11][CH2:12][O:1][C:2]1[CH:3]=[C:4]([CH:7]=[CH:8][CH:9]=1)[CH:5]=[O:6]. The yield is 0.570.